Dataset: CYP1A2 inhibition data for predicting drug metabolism from PubChem BioAssay. Task: Regression/Classification. Given a drug SMILES string, predict its absorption, distribution, metabolism, or excretion properties. Task type varies by dataset: regression for continuous measurements (e.g., permeability, clearance, half-life) or binary classification for categorical outcomes (e.g., BBB penetration, CYP inhibition). Dataset: cyp1a2_veith. The drug is Cc1cccc(-c2c3c(=O)n(C)c(=O)n(C)c3cn2C2CCCCC2)c1. The result is 0 (non-inhibitor).